Dataset: Catalyst prediction with 721,799 reactions and 888 catalyst types from USPTO. Task: Predict which catalyst facilitates the given reaction. Reactant: [CH:1]1([N:7]=[C:8]2[S:12][C:11]([C:13]3[CH:20]=[CH:19][C:16]([C:17]#[N:18])=[CH:15][CH:14]=3)=[N:10][N:9]2[CH3:21])[CH2:6][CH2:5][CH:4]=[CH:3][CH2:2]1.C([O-])([O-])=[O:23].[Na+].[Na+].OO. Product: [CH:1]1([N:7]=[C:8]2[S:12][C:11]([C:13]3[CH:14]=[CH:15][C:16]([C:17]([NH2:18])=[O:23])=[CH:19][CH:20]=3)=[N:10][N:9]2[CH3:21])[CH2:6][CH2:5][CH:4]=[CH:3][CH2:2]1. The catalyst class is: 40.